From a dataset of hERG Central: cardiac toxicity at 1µM, 10µM, and general inhibition. Predict hERG channel inhibition at various concentrations. The compound is O=C(Nc1ccc(N2CCN(C(=O)c3cccs3)CC2)cc1)c1cccc(F)c1. Results: hERG_inhib (hERG inhibition (general)): blocker.